Predict the reaction yield, written as a fraction of the theoretical maximum amount of product (1.0 means a 100% yield; for example, 0.34 means a 34% yield). From a dataset of Reaction yield outcomes from USPTO patents with 853,638 reactions. (1) The catalyst is C(OCC)(=O)C. The yield is 0.500. The reactants are [CH2:1]1[C:10]2[C:5](=[CH:6][CH:7]=[CH:8][CH:9]=2)[CH2:4][CH2:3][N:2]1[CH2:11][CH:12]([OH:28])[CH2:13][N:14]1[CH2:19][CH2:18][N:17](C(OC(C)(C)C)=O)[CH2:16][C:15]1=[O:27].Cl.C(OCC)(=O)C. The product is [CH2:1]1[C:10]2[C:5](=[CH:6][CH:7]=[CH:8][CH:9]=2)[CH2:4][CH2:3][N:2]1[CH2:11][CH:12]([OH:28])[CH2:13][N:14]1[CH2:19][CH2:18][NH:17][CH2:16][C:15]1=[O:27]. (2) The reactants are [Li+].[BH4-].[CH2:3]([O:10][N:11]1[C:17](=[O:18])[N:16]2[CH2:19][C@H:12]1[CH2:13][CH2:14][C@H:15]2[C:20](OCC)=[O:21])[C:4]1[CH:9]=[CH:8][CH:7]=[CH:6][CH:5]=1. The catalyst is CO. The product is [CH2:3]([O:10][N:11]1[C:17](=[O:18])[N:16]2[CH2:19][C@H:12]1[CH2:13][CH2:14][C@H:15]2[CH2:20][OH:21])[C:4]1[CH:5]=[CH:6][CH:7]=[CH:8][CH:9]=1. The yield is 0.880.